From a dataset of Reaction yield outcomes from USPTO patents with 853,638 reactions. Predict the reaction yield, written as a fraction of the theoretical maximum amount of product (1.0 means a 100% yield; for example, 0.34 means a 34% yield). (1) The reactants are Br[C:2]1[CH:3]=[C:4]([C:17]([NH:19][CH2:20][C:21]2[C:22](=[O:29])[NH:23][C:24]([CH3:28])=[CH:25][C:26]=2[CH3:27])=[O:18])[C:5]2[CH:10]=[N:9][N:8]([CH:11]3[CH2:16][CH2:15][CH2:14][CH2:13][CH2:12]3)[C:6]=2[N:7]=1.[CH3:30][C:31]1([CH3:48])[CH2:36][C:35](B2OC(C)(C)C(C)(C)O2)=[CH:34][C:33]([CH3:47])([CH3:46])[NH:32]1.C([O-])([O-])=O.[Na+].[Na+].CCOC(C)=O. The catalyst is O1CCOCC1.C1C=CC([P]([Pd]([P](C2C=CC=CC=2)(C2C=CC=CC=2)C2C=CC=CC=2)([P](C2C=CC=CC=2)(C2C=CC=CC=2)C2C=CC=CC=2)[P](C2C=CC=CC=2)(C2C=CC=CC=2)C2C=CC=CC=2)(C2C=CC=CC=2)C2C=CC=CC=2)=CC=1. The product is [CH:11]1([N:8]2[C:6]3[N:7]=[C:2]([C:35]4[CH2:34][C:33]([CH3:47])([CH3:46])[NH:32][C:31]([CH3:48])([CH3:30])[CH:36]=4)[CH:3]=[C:4]([C:17]([NH:19][CH2:20][C:21]4[C:22](=[O:29])[NH:23][C:24]([CH3:28])=[CH:25][C:26]=4[CH3:27])=[O:18])[C:5]=3[CH:10]=[N:9]2)[CH2:16][CH2:15][CH2:14][CH2:13][CH2:12]1. The yield is 0.0700. (2) The reactants are [NH2:1][C:2]1[C:3]([C:7]2[N:11]([C:12]3[CH:17]=[CH:16][CH:15]=[C:14]([Cl:18])[CH:13]=3)C(=O)[O:9][N:8]=2)=[N:4][O:5][N:6]=1.[C:20]1([CH2:26][C:27](Cl)=[O:28])[CH:25]=[CH:24][CH:23]=[CH:22][CH:21]=1. The catalyst is CN(C)C1C=CN=CC=1.N1C=CC=CC=1. The product is [Cl:18][C:14]1[CH:13]=[C:12]([NH:11][C:7](=[N:8][OH:9])[C:3]2[C:2]([NH:1][C:27](=[O:28])[CH2:26][C:20]3[CH:25]=[CH:24][CH:23]=[CH:22][CH:21]=3)=[N:6][O:5][N:4]=2)[CH:17]=[CH:16][CH:15]=1. The yield is 0.450. (3) The reactants are CS(O[CH2:6][CH2:7][O:8][C:9]1[C:17]2[C:12](=[N:13][CH:14]=[N:15][C:16]=2[NH:18][C:19]2[CH:24]=[CH:23][C:22]([O:25][CH2:26][C:27]3[CH:32]=[CH:31][CH:30]=[C:29]([F:33])[CH:28]=3)=[C:21]([CH3:34])[CH:20]=2)[NH:11][N:10]=1)(=O)=O.[CH2:35]1[CH2:41][O:40][CH2:39][CH2:38][NH:37][CH2:36]1. No catalyst specified. The product is [F:33][C:29]1[CH:28]=[C:27]([CH:32]=[CH:31][CH:30]=1)[CH2:26][O:25][C:22]1[CH:23]=[CH:24][C:19]([NH:18][C:16]2[N:15]=[CH:14][N:13]=[C:12]3[NH:11][N:10]=[C:9]([O:8][CH2:7][CH2:6][N:37]4[CH2:36][CH2:35][CH2:41][O:40][CH2:39][CH2:38]4)[C:17]=23)=[CH:20][C:21]=1[CH3:34]. The yield is 0.250. (4) The reactants are [Cl:1][C:2]1[CH:7]=[CH:6][C:5]([C:8]2[C:13]([C:14]([O:16][C:17]([CH3:20])([CH3:19])[CH3:18])=[O:15])=[C:12]([CH3:21])[N:11]=[C:10]([CH2:22][CH:23]([CH3:25])[CH3:24])[C:9]=2[C:26]#[N:27])=[CH:4][CH:3]=1.N.O1CCCC1.[H][H]. The catalyst is [Co].CO. The product is [NH2:27][CH2:26][C:9]1[C:10]([CH2:22][CH:23]([CH3:25])[CH3:24])=[N:11][C:12]([CH3:21])=[C:13]([C:8]=1[C:5]1[CH:6]=[CH:7][C:2]([Cl:1])=[CH:3][CH:4]=1)[C:14]([O:16][C:17]([CH3:20])([CH3:19])[CH3:18])=[O:15]. The yield is 0.970. (5) The reactants are [C:1]([CH:3]1[CH2:8][CH2:7][C:6](=O)[CH2:5][CH2:4]1)#[N:2].[CH3:10][NH2:11].[BH-](OC(C)=O)(OC(C)=O)OC(C)=O.[Na+]. The catalyst is C1COCC1.C(Cl)Cl. The product is [CH3:10][NH:11][CH:6]1[CH2:7][CH2:8][CH:3]([C:1]#[N:2])[CH2:4][CH2:5]1. The yield is 0.890.